Dataset: Catalyst prediction with 721,799 reactions and 888 catalyst types from USPTO. Task: Predict which catalyst facilitates the given reaction. Reactant: [O:1]([C:9]([F:12])([F:11])[F:10])S(C(F)(F)F)(=O)=O.[F-].[Rb+].O([CH2:23][CH2:24][CH2:25][Br:26])S(C(F)(F)F)(=O)=O. Product: [Br:26][CH2:25][CH2:24][CH2:23][O:1][C:9]([F:12])([F:11])[F:10]. The catalyst class is: 10.